From a dataset of Full USPTO retrosynthesis dataset with 1.9M reactions from patents (1976-2016). Predict the reactants needed to synthesize the given product. Given the product [C:33]([N:25]1[CH2:24][CH2:23][CH:22]([CH:20]2[O:19][N:18]=[C:17]([C:15]3[N:14]=[C:13]([CH3:28])[N:12]=[C:11]([C:9]([NH:8][CH2:7][C:6]4[CH:29]=[CH:30][C:3]([F:2])=[C:4]([O:31][CH3:32])[CH:5]=4)=[O:10])[CH:16]=3)[CH2:21]2)[CH2:27][CH2:26]1)(=[O:35])[CH3:34], predict the reactants needed to synthesize it. The reactants are: Cl.[F:2][C:3]1[CH:30]=[CH:29][C:6]([CH2:7][NH:8][C:9]([C:11]2[CH:16]=[C:15]([C:17]3[CH2:21][CH:20]([CH:22]4[CH2:27][CH2:26][NH:25][CH2:24][CH2:23]4)[O:19][N:18]=3)[N:14]=[C:13]([CH3:28])[N:12]=2)=[O:10])=[CH:5][C:4]=1[O:31][CH3:32].[C:33](Cl)(=[O:35])[CH3:34].